From a dataset of Forward reaction prediction with 1.9M reactions from USPTO patents (1976-2016). Predict the product of the given reaction. (1) Given the reactants [Cl:1][C:2]1[CH:7]=[CH:6][C:5]([CH2:8][CH:9]([C:29]2[CH:30]=[N:31][CH:32]=[C:33]([Cl:35])[CH:34]=2)[CH:10]([NH:12][C:13](=[O:28])[C:14]([O:17][C:18]2[CH:23]=[CH:22][C:21]([C:24]([F:27])([F:26])[F:25])=[CH:20][N:19]=2)([CH3:16])[CH3:15])[CH3:11])=[CH:4][CH:3]=1.[B-](F)(F)(F)F.C1C=CN=CC=1.C1C=CN=CC=1.[IH2+:53].OS(C(F)(F)F)(=O)=O.S(=O)(O)[O-].[Na+], predict the reaction product. The product is: [Cl:35][C:33]1[CH:34]=[C:29]([CH:9]([CH2:8][C:5]2[CH:6]=[CH:7][C:2]([Cl:1])=[C:3]([I:53])[CH:4]=2)[CH:10]([NH:12][C:13](=[O:28])[C:14]([O:17][C:18]2[CH:23]=[CH:22][C:21]([C:24]([F:27])([F:25])[F:26])=[CH:20][N:19]=2)([CH3:15])[CH3:16])[CH3:11])[CH:30]=[N:31][CH:32]=1. (2) The product is: [CH3:21][N:19]1[C:20]2[C:15](=[CH:14][CH:13]=[C:12]([O:23][CH3:24])[C:11]=2[CH2:10][CH2:9][N:6]2[CH2:7][CH2:8][CH:3]([NH:2][CH2:36][C:34]3[CH:33]=[CH:32][C:29]4[S:30][CH2:31][C:26](=[O:25])[NH:27][C:28]=4[N:35]=3)[CH2:4][CH2:5]2)[CH:16]=[CH:17][C:18]1=[O:22]. Given the reactants Cl.[NH2:2][CH:3]1[CH2:8][CH2:7][N:6]([CH2:9][CH2:10][C:11]2[C:12]([O:23][CH3:24])=[CH:13][CH:14]=[C:15]3[C:20]=2[N:19]([CH3:21])[C:18](=[O:22])[CH:17]=[CH:16]3)[CH2:5][CH2:4]1.[O:25]=[C:26]1[CH2:31][S:30][C:29]2[CH:32]=[CH:33][C:34]([CH:36]=O)=[N:35][C:28]=2[NH:27]1.C(=O)(O)[O-].[Na+].S([O-])([O-])(=O)=O.[Na+].[Na+].C(O[BH-](OC(=O)C)OC(=O)C)(=O)C.[Na+], predict the reaction product. (3) Given the reactants [CH2:1]([N:8]1[C:16]2[C:15](=[O:17])[NH:14][C:13](=[O:18])[N:12]([CH3:19])[C:11]=2[N:10]=[CH:9]1)[C:2]1[CH:7]=[CH:6][CH:5]=[CH:4][CH:3]=1.[C:20](=O)([O-])[O-].[K+].[K+].ClC[CH2:28][C:29]([CH3:34])([CH3:33])[C:30]([O-:32])=[O:31], predict the reaction product. The product is: [CH3:28][C:29]([CH3:34])([CH3:33])[C:30]([O:32][CH2:20][N:14]1[C:15](=[O:17])[C:16]2[N:8]([CH2:1][C:2]3[CH:7]=[CH:6][CH:5]=[CH:4][CH:3]=3)[CH:9]=[N:10][C:11]=2[N:12]([CH3:19])[C:13]1=[O:18])=[O:31]. (4) Given the reactants [O:1]=[C:2]1[NH:7][N:6]=[C:5]([N:8]2[CH2:13][CH2:12][CH:11]([C:14]([OH:16])=O)[CH2:10][CH2:9]2)[CH:4]=[CH:3]1.Cl.[Cl:18][C:19]1[C:27]2[C:22](=[CH:23][C:24]([S:28]([N:31]3[CH2:36][CH2:35][NH:34][CH2:33][CH2:32]3)(=[O:30])=[O:29])=[CH:25][CH:26]=2)[NH:21][CH:20]=1.C(N(C(C)C)CC)(C)C.F[B-](F)(F)F.N1(OC(N(C)C)=[N+](C)C)C2C=CC=CC=2N=N1, predict the reaction product. The product is: [Cl:18][C:19]1[C:27]2[C:22](=[CH:23][C:24]([S:28]([N:31]3[CH2:36][CH2:35][N:34]([C:14]([CH:11]4[CH2:10][CH2:9][N:8]([C:5]5[CH:4]=[CH:3][C:2](=[O:1])[NH:7][N:6]=5)[CH2:13][CH2:12]4)=[O:16])[CH2:33][CH2:32]3)(=[O:29])=[O:30])=[CH:25][CH:26]=2)[NH:21][CH:20]=1.